This data is from Forward reaction prediction with 1.9M reactions from USPTO patents (1976-2016). The task is: Predict the product of the given reaction. (1) Given the reactants [F:1][C:2]([F:30])([F:29])[C:3]1[CH:8]=[CH:7][C:6]([CH2:9][C:10]([N:12]2[CH2:17][CH2:16][N:15]([S:18]([C:21]3[CH:26]=[C:25]([Cl:27])[CH:24]=[C:23]([Cl:28])[CH:22]=3)(=[O:20])=[O:19])[CH2:14][CH2:13]2)=[O:11])=[CH:5][CH:4]=1.[H-].[Na+].[CH3:33]I, predict the reaction product. The product is: [F:30][C:2]([F:1])([F:29])[C:3]1[CH:4]=[CH:5][C:6]([CH:9]([CH3:33])[C:10]([N:12]2[CH2:17][CH2:16][N:15]([S:18]([C:21]3[CH:22]=[C:23]([Cl:28])[CH:24]=[C:25]([Cl:27])[CH:26]=3)(=[O:20])=[O:19])[CH2:14][CH2:13]2)=[O:11])=[CH:7][CH:8]=1. (2) Given the reactants [CH3:1][N:2]1[C:6]([C:7](=[O:24])[NH:8][C:9]2[CH:14]=[CH:13][N:12]3[N:15]=[C:16]([C:18]4[CH:23]=[CH:22][CH:21]=[CH:20][CH:19]=4)[N:17]=[C:11]3[CH:10]=2)=[C:5]([C:25]([OH:27])=O)[CH:4]=[N:3]1.[NH:28]1[CH2:33][CH2:32][S:31](=[O:35])(=[O:34])[CH2:30][CH2:29]1.C(N(C(C)C)CC)(C)C.CCCP(=O)=O, predict the reaction product. The product is: [C:18]1([C:16]2[N:17]=[C:11]3[CH:10]=[C:9]([NH:8][C:7]([C:6]4[N:2]([CH3:1])[N:3]=[CH:4][C:5]=4[C:25]([N:28]4[CH2:33][CH2:32][S:31](=[O:35])(=[O:34])[CH2:30][CH2:29]4)=[O:27])=[O:24])[CH:14]=[CH:13][N:12]3[N:15]=2)[CH:23]=[CH:22][CH:21]=[CH:20][CH:19]=1. (3) Given the reactants Br[CH2:2][CH2:3][CH2:4][C:5]([CH3:14])([C:10]([O:12]C)=[O:11])[C:6]([O:8]C)=[O:7].[N-:15]=[N+:16]=[N-:17].[Na+].[OH-].[Na+], predict the reaction product. The product is: [N:15]([CH2:2][CH2:3][CH2:4][C:5]([CH3:14])([C:10]([OH:12])=[O:11])[C:6]([OH:8])=[O:7])=[N+:16]=[N-:17]. (4) Given the reactants [CH2:1]([C:3]1[C:11]2[C:6](=[CH:7][CH:8]=[C:9]([NH2:12])[CH:10]=2)[NH:5][N:4]=1)[CH3:2].[Cl:13][C:14]1[CH:19]=[CH:18][C:17]([CH:20]2[CH2:25][C:24](=[O:26])[NH:23][C:22]([CH3:27])=[C:21]2[C:28](O)=[O:29])=[CH:16][C:15]=1[O:31][CH3:32].C(Cl)CCl.CCN(CC)CC, predict the reaction product. The product is: [Cl:13][C:14]1[CH:19]=[CH:18][C:17]([CH:20]2[CH2:25][C:24](=[O:26])[NH:23][C:22]([CH3:27])=[C:21]2[C:28]([NH:12][C:9]2[CH:10]=[C:11]3[C:6](=[CH:7][CH:8]=2)[NH:5][N:4]=[C:3]3[CH2:1][CH3:2])=[O:29])=[CH:16][C:15]=1[O:31][CH3:32].